From a dataset of Catalyst prediction with 721,799 reactions and 888 catalyst types from USPTO. Predict which catalyst facilitates the given reaction. (1) Reactant: [CH2:1]([O:3][C:4]1[CH:9]=[CH:8][C:7]([CH2:10][CH2:11][CH2:12][C@H:13]([C@@H:29]2[O:33]C(C)(C)O[C:30]2=[O:36])[C:14]([N:16]2[CH2:21][CH2:20][N:19]([CH2:22][CH2:23][C:24]3[S:25][CH:26]=[CH:27][CH:28]=3)[CH2:18][CH2:17]2)=[O:15])=[CH:6][CH:5]=1)[CH3:2].[NH2:37][OH:38].O. Product: [CH2:1]([O:3][C:4]1[CH:5]=[CH:6][C:7]([CH2:10][CH2:11][CH2:12][C@@H:13]([C:14]([N:16]2[CH2:17][CH2:18][N:19]([CH2:22][CH2:23][C:24]3[S:25][CH:26]=[CH:27][CH:28]=3)[CH2:20][CH2:21]2)=[O:15])[C@H:29]([OH:33])[C:30]([NH:37][OH:38])=[O:36])=[CH:8][CH:9]=1)[CH3:2]. The catalyst class is: 41. (2) Reactant: [F-].C([N+](CCCC)(CCCC)CCCC)CCC.[C:19]([C:21]1[CH:26]=[CH:25][C:24]([C:27]2[CH:35]=[C:34]3[C:30]([C:31]([NH:44][C:45](=[O:49])[CH2:46][CH2:47][CH3:48])=[N:32][N:33]3COCC[Si](C)(C)C)=[CH:29][CH:28]=2)=[CH:23][CH:22]=1)#[N:20]. Product: [C:19]([C:21]1[CH:22]=[CH:23][C:24]([C:27]2[CH:35]=[C:34]3[C:30]([C:31]([NH:44][C:45](=[O:49])[CH2:46][CH2:47][CH3:48])=[N:32][NH:33]3)=[CH:29][CH:28]=2)=[CH:25][CH:26]=1)#[N:20]. The catalyst class is: 54.